From a dataset of HIV replication inhibition screening data with 41,000+ compounds from the AIDS Antiviral Screen. Binary Classification. Given a drug SMILES string, predict its activity (active/inactive) in a high-throughput screening assay against a specified biological target. (1) The molecule is Nc1ccc2c(c1)C(=O)N(O)C2=O. The result is 0 (inactive). (2) The drug is CC(=O)Oc1c(C(C)C)cc2c(c1OC(C)=O)CC1(C)OC(=O)CC(C)(C)C1=CC2. The result is 0 (inactive).